Dataset: Forward reaction prediction with 1.9M reactions from USPTO patents (1976-2016). Task: Predict the product of the given reaction. (1) Given the reactants BrP([CH2:21][C:22]1[CH:27]=[CH:26][C:25]([N+:28]([O-:30])=[O:29])=[CH:24][CH:23]=1)(C1C=CC=CC=1)(C1C=CC=CC=1)C1C=CC=CC=1.C([Li])CCC.[Cl:36][C:37]1[CH:38]=[C:39](/[CH:44]=[CH:45]/[CH:46]=O)[CH:40]=[CH:41][C:42]=1[Cl:43], predict the reaction product. The product is: [Cl:43][C:42]1[CH:41]=[CH:40][C:39](/[CH:44]=[CH:45]/[CH:46]=[CH:21][C:22]2[CH:23]=[CH:24][C:25]([N+:28]([O-:30])=[O:29])=[CH:26][CH:27]=2)=[CH:38][C:37]=1[Cl:36]. (2) Given the reactants [Cl:1][C:2]1[CH:3]=[C:4]([N:8]2[C:12]([C:13]3[CH:18]=[CH:17][CH:16]=[C:15]([OH:19])[CH:14]=3)=[CH:11][C:10]([C:20]([O:22][CH2:23][CH3:24])=[O:21])=[N:9]2)[CH:5]=[CH:6][CH:7]=1.C(=O)([O-])[O-].[K+].[K+].Br[CH2:32][CH2:33][OH:34], predict the reaction product. The product is: [Cl:1][C:2]1[CH:3]=[C:4]([N:8]2[C:12]([C:13]3[CH:18]=[CH:17][CH:16]=[C:15]([O:19][CH2:32][CH2:33][OH:34])[CH:14]=3)=[CH:11][C:10]([C:20]([O:22][CH2:23][CH3:24])=[O:21])=[N:9]2)[CH:5]=[CH:6][CH:7]=1. (3) The product is: [C:1]([O:5][C:6]([N:8]1[CH2:13][CH2:12][N:11]([C:14]2[CH:15]=[CH:16][C:17]([NH:20][C:28]3[N:29]=[CH:30][C:31]4[CH:36]=[CH:35][N:34]([CH:37]([CH2:40][CH3:41])[CH2:38][CH3:39])[C:32]=4[N:33]=3)=[CH:18][CH:19]=2)[CH2:10][CH2:9]1)=[O:7])([CH3:4])([CH3:2])[CH3:3]. Given the reactants [C:1]([O:5][C:6]([N:8]1[CH2:13][CH2:12][N:11]([C:14]2[CH:19]=[CH:18][C:17]([NH2:20])=[CH:16][CH:15]=2)[CH2:10][CH2:9]1)=[O:7])([CH3:4])([CH3:3])[CH3:2].CC(C)([O-])C.[Na+].Cl[C:28]1[N:29]=[CH:30][C:31]2[CH:36]=[CH:35][N:34]([CH:37]([CH2:40][CH3:41])[CH2:38][CH3:39])[C:32]=2[N:33]=1.C1C=CC(P(C2C(C3C(P(C4C=CC=CC=4)C4C=CC=CC=4)=CC=C4C=3C=CC=C4)=C3C(C=CC=C3)=CC=2)C2C=CC=CC=2)=CC=1, predict the reaction product. (4) Given the reactants Cl.[Cl:2][C:3]1[CH:4]=[CH:5][C:6]2[CH2:12][CH2:11][C:10]3[CH:13]=[CH:14][CH:15]=[CH:16][C:9]=3[N:8]([CH2:17][CH2:18][CH2:19][NH2:20])[C:7]=2[CH:21]=1.C(N(CC)CC)C.[Cl:29][C:30]1[S:31][C:32]([Cl:39])=[CH:33][C:34]=1[S:35](Cl)(=[O:37])=[O:36], predict the reaction product. The product is: [Cl:29][C:30]1[S:31][C:32]([Cl:39])=[CH:33][C:34]=1[S:35]([NH:20][CH2:19][CH2:18][CH2:17][N:8]1[C:9]2[CH:16]=[CH:15][CH:14]=[CH:13][C:10]=2[CH2:11][CH2:12][C:6]2[CH:5]=[CH:4][C:3]([Cl:2])=[CH:21][C:7]1=2)(=[O:37])=[O:36]. (5) Given the reactants C([O:3][C:4](=[O:19])[C:5]([CH3:18])([O:7][C:8]1[CH:13]=[CH:12][CH:11]=[CH:10][C:9]=1[S:14]([CH3:17])(=[O:16])=[O:15])[CH3:6])C.[OH-].[Na+].O, predict the reaction product. The product is: [CH3:18][C:5]([O:7][C:8]1[CH:13]=[CH:12][CH:11]=[CH:10][C:9]=1[S:14]([CH3:17])(=[O:16])=[O:15])([CH3:6])[C:4]([OH:19])=[O:3]. (6) Given the reactants [CH3:1][N:2]([CH3:6])[CH2:3][CH2:4][NH2:5].Cl[C:8]1[N:9]=[N+:10]([O-:20])[C:11]2[CH:17]=[C:16]([CH3:18])[C:15]([CH3:19])=[CH:14][C:12]=2[N:13]=1, predict the reaction product. The product is: [CH3:19][C:15]1[C:16]([CH3:18])=[CH:17][C:11]2[N+:10]([O-:20])=[N:9][C:8]([NH:5][CH2:4][CH2:3][N:2]([CH3:6])[CH3:1])=[N:13][C:12]=2[CH:14]=1. (7) Given the reactants IC.[Br:3][C:4]1[C:5]([OH:10])=[N:6][CH:7]=[CH:8][CH:9]=1.[C:11](=O)([O-])[O-].[K+].[K+].CN(C)C=O, predict the reaction product. The product is: [Br:3][C:4]1[C:5](=[O:10])[N:6]([CH3:11])[CH:7]=[CH:8][CH:9]=1. (8) Given the reactants [O:1]1[CH2:6][CH2:5][NH:4][C:3]2[CH:7]=[N:8][CH:9]=[CH:10][C:2]1=2.[Cl:11][C:12]1[CH:13]=[C:14]([CH:18]=[C:19]([Cl:23])[C:20]=1[O:21][CH3:22])[C:15](O)=[O:16].P(Cl)(Cl)(Cl)=O.C(=O)([O-])O.[Na+], predict the reaction product. The product is: [Cl:11][C:12]1[CH:13]=[C:14]([C:15]([N:4]2[CH2:5][CH2:6][O:1][C:2]3[CH:10]=[CH:9][N:8]=[CH:7][C:3]2=3)=[O:16])[CH:18]=[C:19]([Cl:23])[C:20]=1[O:21][CH3:22].